This data is from Forward reaction prediction with 1.9M reactions from USPTO patents (1976-2016). The task is: Predict the product of the given reaction. (1) Given the reactants [CH3:1][O:2][C:3](=[O:15])[CH2:4][C:5]1[C:13]2[C:8](=[N:9][CH:10]=[CH:11][CH:12]=2)[NH:7][C:6]=1[CH3:14].CCN(P1(N(C)CCCN1C)=NC(C)(C)C)CC.Br[CH:35]([C:37]1[CH:42]=[CH:41][C:40]([S:43]([CH3:46])(=[O:45])=[O:44])=[CH:39][CH:38]=1)[CH3:36].[I-].[Na+], predict the reaction product. The product is: [CH3:1][O:2][C:3](=[O:15])[CH2:4][C:5]1[C:13]2[C:8](=[N:9][CH:10]=[CH:11][CH:12]=2)[N:7]([CH:35]([C:37]2[CH:38]=[CH:39][C:40]([S:43]([CH3:46])(=[O:44])=[O:45])=[CH:41][CH:42]=2)[CH3:36])[C:6]=1[CH3:14]. (2) Given the reactants [F:1][C:2]1[CH:26]=[C:25]([N+:27]([O-])=O)[CH:24]=[CH:23][C:3]=1[O:4][C:5]1[CH:10]=[CH:9][N:8]=[CH:7][C:6]=1[C:11]#[C:12][CH2:13][NH:14][C:15](=[O:22])[CH2:16][N:17]1[CH2:21][CH2:20][CH2:19][CH2:18]1.[NH4+].[Cl-], predict the reaction product. The product is: [NH2:27][C:25]1[CH:24]=[CH:23][C:3]([O:4][C:5]2[CH:10]=[CH:9][N:8]=[CH:7][C:6]=2[C:11]#[C:12][CH2:13][NH:14][C:15](=[O:22])[CH2:16][N:17]2[CH2:21][CH2:20][CH2:19][CH2:18]2)=[C:2]([F:1])[CH:26]=1. (3) Given the reactants [H-].[Na+].[F:3][C:4]1[CH:5]=[C:6]2[C:11](=[CH:12][CH:13]=1)[N:10]=[CH:9][CH:8]=[C:7]2[C:14]1[C:22]2[C:17](=[CH:18][CH:19]=[CH:20][C:21]=2[C:23]([F:26])([F:25])[F:24])[NH:16][N:15]=1.Br[CH2:28][C:29]([O:31][CH2:32][CH3:33])=[O:30], predict the reaction product. The product is: [F:3][C:4]1[CH:5]=[C:6]2[C:11](=[CH:12][CH:13]=1)[N:10]=[CH:9][CH:8]=[C:7]2[C:14]1[C:22]2[C:17](=[CH:18][CH:19]=[CH:20][C:21]=2[C:23]([F:26])([F:24])[F:25])[N:16]([CH2:28][C:29]([O:31][CH2:32][CH3:33])=[O:30])[N:15]=1. (4) Given the reactants Br[C:2]1[N:6]2[CH:7]=[CH:8][C:9]([C:11]([F:14])([F:13])[F:12])=[N:10][C:5]2=[N:4][CH:3]=1.[C:15]([C:17]1[CH:22]=[CH:21][CH:20]=[CH:19][C:18]=1[C:23]1[CH:28]=[CH:27][CH:26]=[C:25](B(O)O)[C:24]=1[F:32])#[N:16], predict the reaction product. The product is: [F:32][C:24]1[C:25]([C:2]2[N:6]3[CH:7]=[CH:8][C:9]([C:11]([F:14])([F:13])[F:12])=[N:10][C:5]3=[N:4][CH:3]=2)=[CH:26][CH:27]=[CH:28][C:23]=1[C:18]1[C:17]([C:15]#[N:16])=[CH:22][CH:21]=[CH:20][CH:19]=1. (5) The product is: [CH:1]1([CH2:6][C@H:7]([CH2:20][C:21]([NH:22][OH:23])=[O:31])[C:8]([N:10]2[C@H:14]([C:15]([N:17]([CH3:19])[CH3:18])=[O:16])[CH2:13][CH:12]=[N:11]2)=[O:9])[CH2:5][CH2:4][CH2:3][CH2:2]1. Given the reactants [CH:1]1([CH2:6][C@H:7]([CH2:20][C:21](=[O:31])[NH:22][O:23]CC2C=CC=CC=2)[C:8]([N:10]2[C@H:14]([C:15]([N:17]([CH3:19])[CH3:18])=[O:16])[CH2:13][CH:12]=[N:11]2)=[O:9])[CH2:5][CH2:4][CH2:3][CH2:2]1, predict the reaction product. (6) The product is: [N+:1]([C:4]1[CH:11]=[CH:10][C:7]([CH:8]=[C:18]([C:12]2[CH:17]=[CH:16][CH:15]=[CH:14][CH:13]=2)[C:19]#[N:20])=[CH:6][CH:5]=1)([O-:3])=[O:2]. Given the reactants [N+:1]([C:4]1[CH:11]=[CH:10][C:7]([CH:8]=O)=[CH:6][CH:5]=1)([O-:3])=[O:2].[C:12]1([CH2:18][C:19]#[N:20])[CH:17]=[CH:16][CH:15]=[CH:14][CH:13]=1.[O-]CC.[Na+], predict the reaction product. (7) Given the reactants [CH3:1][C:2]1([CH3:12])[O:6][C@H:5]([CH2:7][C:8]([OH:10])=[O:9])[C:4](=[O:11])[O:3]1.[CH2:13]1COCC1.[Si](C=[N+]=[N-])(C)(C)C, predict the reaction product. The product is: [CH3:1][C:2]1([CH3:12])[O:6][C@H:5]([CH2:7][C:8]([O:10][CH3:13])=[O:9])[C:4](=[O:11])[O:3]1. (8) The product is: [CH:14]([O:13][C:4]1[CH:3]=[C:2]([O:21][CH2:20][CH2:19][O:18][CH3:17])[CH:11]=[C:10]2[C:5]=1[C:6](=[O:12])[NH:7][CH:8]=[N:9]2)([CH3:16])[CH3:15]. Given the reactants F[C:2]1[CH:11]=[C:10]2[C:5]([C:6](=[O:12])[NH:7][CH:8]=[N:9]2)=[C:4]([O:13][CH:14]([CH3:16])[CH3:15])[CH:3]=1.[CH3:17][O:18][CH2:19][CH2:20][OH:21], predict the reaction product. (9) Given the reactants Br[C:2]1[CH:24]=[CH:23][C:5]([CH2:6][CH:7]2[CH2:11][CH2:10][N:9]([CH:12]3[CH2:21][CH2:20][C:15]4([O:19]CCO4)[CH2:14][CH2:13]3)[C:8]2=[O:22])=[C:4]([Cl:25])[CH:3]=1.C([Li])CCC.[C:31](=[O:33])=O.Cl.[CH2:35]([NH2:42])[C:36]1[CH:41]=[CH:40][CH:39]=[CH:38][CH:37]=1, predict the reaction product. The product is: [CH2:35]([NH:42][C:31](=[O:33])[C:2]1[CH:24]=[CH:23][C:5]([CH2:6][CH:7]2[CH2:11][CH2:10][N:9]([CH:12]3[CH2:13][CH2:14][C:15](=[O:19])[CH2:20][CH2:21]3)[C:8]2=[O:22])=[C:4]([Cl:25])[CH:3]=1)[C:36]1[CH:41]=[CH:40][CH:39]=[CH:38][CH:37]=1.